Dataset: Forward reaction prediction with 1.9M reactions from USPTO patents (1976-2016). Task: Predict the product of the given reaction. (1) Given the reactants [NH2:1][S:2]([C:5]1[S:6][C:7]([Cl:32])=[CH:8][C:9]=1[NH:10][C:11]([C:13]1[C:14](=[O:31])[N:15]([CH2:24][C:25]2[CH:30]=[CH:29][CH:28]=[CH:27][CH:26]=2)[C:16]2[C:21]([C:22]=1[OH:23])=[CH:20][CH:19]=[CH:18][N:17]=2)=O)(=[O:4])=[O:3].NS(C1C=C(Br)C=CC=1NC(C1C(=O)N(CC2C=CC=CC=2)C2C(C=1O)=CC=CN=2)=O)(=O)=O, predict the reaction product. The product is: [CH2:24]([N:15]1[C:16]2[C:21](=[CH:20][CH:19]=[CH:18][N:17]=2)[C:22]([OH:23])=[C:13]([C:11]2[NH:10][C:9]3[CH:8]=[C:7]([Cl:32])[S:6][C:5]=3[S:2](=[O:4])(=[O:3])[N:1]=2)[C:14]1=[O:31])[C:25]1[CH:30]=[CH:29][CH:28]=[CH:27][CH:26]=1. (2) Given the reactants [NH:1]1[CH2:6][CH2:5][NH:4][CH2:3][CH2:2]1.Cl[CH2:8][C:9]([CH3:12])([OH:11])[CH3:10], predict the reaction product. The product is: [CH3:8][C:9]([OH:11])([CH3:12])[CH2:10][N:1]1[CH2:6][CH2:5][NH:4][CH2:3][CH2:2]1.